This data is from Catalyst prediction with 721,799 reactions and 888 catalyst types from USPTO. The task is: Predict which catalyst facilitates the given reaction. (1) Reactant: [CH:1]([O:4][C:5]1[CH:10]=[CH:9][CH:8]=[CH:7][C:6]=1[NH:11][CH2:12][CH2:13][NH:14][CH2:15][C:16]1[CH:17]=[C:18]([C:22]([N:24]2[CH2:29][CH2:28][CH2:27][CH2:26][CH2:25]2)=[O:23])[CH:19]=[CH:20][CH:21]=1)([CH3:3])[CH3:2].[C:30]([O-])([O-])=O.[K+].[K+].IC. Product: [CH:1]([O:4][C:5]1[CH:10]=[CH:9][CH:8]=[CH:7][C:6]=1[NH:11][CH2:12][CH2:13][N:14]([CH2:15][C:16]1[CH:17]=[C:18]([C:22]([N:24]2[CH2:25][CH2:26][CH2:27][CH2:28][CH2:29]2)=[O:23])[CH:19]=[CH:20][CH:21]=1)[CH3:30])([CH3:3])[CH3:2]. The catalyst class is: 3. (2) Reactant: Br.Br[CH:3]([C:6](=O)[C:7]1[CH:12]=[CH:11][CH:10]=[CH:9][N:8]=1)[C:4]#[N:5].[N:14]1[CH:19]=[CH:18][CH:17]=[N:16][C:15]=1[NH:20][C:21]([NH2:23])=[S:22].C(N(CC)CC)C. Product: [N:8]1[CH:9]=[CH:10][CH:11]=[CH:12][C:7]=1[C:6]1[N:23]=[C:21]([NH:20][C:15]2[N:16]=[CH:17][CH:18]=[CH:19][N:14]=2)[S:22][C:3]=1[C:4]#[N:5]. The catalyst class is: 8. (3) Reactant: Br[C:2]1[CH:3]=[C:4]([CH:12]=[C:13]([C:15]([F:18])([F:17])[F:16])[CH:14]=1)[C:5]([O:7][C:8]([CH3:11])([CH3:10])[CH3:9])=[O:6].CN([CH:22]=[O:23])C.CCOC(C)=O.CCCCCC.CCOCC. Product: [CH:22]([C:2]1[CH:3]=[C:4]([CH:12]=[C:13]([C:15]([F:18])([F:17])[F:16])[CH:14]=1)[C:5]([O:7][C:8]([CH3:11])([CH3:10])[CH3:9])=[O:6])=[O:23]. The catalyst class is: 295. (4) Product: [OH:5][CH2:4][C@H:3]([NH:2][C:13](=[O:14])[C@@H:12]([CH3:11])[CH2:16][CH:17]=[CH2:18])[C:6]1[S:7][CH:8]=[CH:9][CH:10]=1. The catalyst class is: 2. Reactant: Cl.[NH2:2][C@H:3]([C:6]1[S:7][CH:8]=[CH:9][CH:10]=1)[CH2:4][OH:5].[CH3:11][C@@H:12]([CH2:16][CH:17]=[CH2:18])[C:13](O)=[O:14].CCOC(C)=O.CCCCCC. (5) Reactant: [CH3:1][O:2][CH2:3][CH:4]1[CH:9]([NH:10][C:11]([C:13]2[CH:18]=[CH:17][CH:16]=[CH:15][CH:14]=2)=[O:12])[CH2:8][CH2:7][N:6](C(OC(C)(C)C)=O)[CH2:5]1.FC(F)(F)C(O)=O. Product: [CH3:1][O:2][CH2:3][CH:4]1[CH:9]([NH:10][C:11](=[O:12])[C:13]2[CH:18]=[CH:17][CH:16]=[CH:15][CH:14]=2)[CH2:8][CH2:7][NH:6][CH2:5]1. The catalyst class is: 4. (6) Reactant: [CH:1]1([CH2:4][O:5][C:6]2[CH:7]=[C:8]([CH:28]=[CH:29][C:30]=2[O:31][CH2:32][CH:33]2[CH2:35][CH2:34]2)[C:9]([NH:11][C@H:12]2[C@@H:17]([C:18]3[CH:23]=[CH:22][C:21]([O:24][CH3:25])=[C:20]([O:26][CH3:27])[CH:19]=3)[CH2:16][CH:15]=[CH:14][CH2:13]2)=[O:10])[CH2:3][CH2:2]1.ClC1C=CC=C(C(OO)=[O:44])C=1. Product: [CH:1]1([CH2:4][O:5][C:6]2[CH:7]=[C:8]([CH:28]=[CH:29][C:30]=2[O:31][CH2:32][CH:33]2[CH2:35][CH2:34]2)[C:9]([NH:11][CH:12]2[CH:17]([C:18]3[CH:23]=[CH:22][C:21]([O:24][CH3:25])=[C:20]([O:26][CH3:27])[CH:19]=3)[CH2:16][CH:15]3[CH:14]([O:44]3)[CH2:13]2)=[O:10])[CH2:2][CH2:3]1. The catalyst class is: 4. (7) Reactant: [NH:1]([C:17]([O:19][C:20]([CH3:23])([CH3:22])[CH3:21])=[O:18])[C@H:2]([C:14](O)=[O:15])[CH2:3][C:4]1[C:13]2[C:8](=[CH:9][CH:10]=[CH:11][CH:12]=2)[CH:7]=[CH:6][CH:5]=1.[CH2:24](N(CC)CC)C.CN(C(ON1N=NC2C=CC=CC1=2)=[N+](C)C)C.F[P-](F)(F)(F)(F)F.Cl.Cl.[NH2:57][CH2:58][C:59]1[CH:60]=[CH:61][C:62]([NH2:65])=[N:63][CH:64]=1. Product: [C:20]([O:19][C:17](=[O:18])[NH:1][C@H:2]([C:14](=[O:15])[NH:57][CH2:58][C:59]1[C:64]([CH3:24])=[N:63][C:62]([NH2:65])=[CH:61][CH:60]=1)[CH2:3][C:4]1[C:13]2[C:8](=[CH:9][CH:10]=[CH:11][CH:12]=2)[CH:7]=[CH:6][CH:5]=1)([CH3:23])([CH3:22])[CH3:21]. The catalyst class is: 366. (8) Reactant: [Cl:1][C:2]1[CH:10]=[C:9]([Cl:11])[CH:8]=[C:7]([OH:12])[C:3]=1[C:4]([O-:6])=[O:5].N1C=CC=C[CH:14]=1.[F:19][C:20]([F:26])([F:25])[S:21](O)(=[O:23])=[O:22]. Product: [Cl:1][C:2]1[CH:10]=[C:9]([Cl:11])[CH:8]=[C:7]([O:12][S:21]([C:20]([F:26])([F:25])[F:19])(=[O:23])=[O:22])[C:3]=1[C:4]([O:6][CH3:14])=[O:5]. The catalyst class is: 2. (9) Reactant: [H-].[Al+3].[Li+].[H-].[H-].[H-].O1CCCC1.[CH3:12][C:13]1([C:18]2[CH:25]=[CH:24][C:21]([C:22]#[N:23])=[CH:20][CH:19]=2)[O:17][CH2:16][CH2:15][O:14]1.[OH-].[Na+]. Product: [CH3:12][C:13]1([C:18]2[CH:25]=[CH:24][C:21]([CH2:22][NH2:23])=[CH:20][CH:19]=2)[O:14][CH2:15][CH2:16][O:17]1. The catalyst class is: 6.